From a dataset of Full USPTO retrosynthesis dataset with 1.9M reactions from patents (1976-2016). Predict the reactants needed to synthesize the given product. (1) Given the product [S:5]1[C:4]2[C:8](=[O:10])[NH:1][CH2:2][C:3]=2[CH:7]=[CH:6]1, predict the reactants needed to synthesize it. The reactants are: [NH2:1][CH2:2][C:3]1[CH:7]=[CH:6][S:5][C:4]=1[C:8]([O:10]C)=O.C([O-])([O-])=O.[K+].[K+].CO. (2) Given the product [CH3:1][N:2]1[CH2:7][CH2:6][N:5]([C:8]2[CH:9]=[CH:10][C:11]3[N:15]=[C:14]([C:16]4[C:20]([NH:21][C:22](=[O:30])[N:23]([CH2:27][CH2:28][CH3:29])[CH2:24][CH2:25][CH3:26])=[CH:19][NH:18][N:17]=4)[NH:13][C:12]=3[CH:37]=2)[CH2:4][CH2:3]1, predict the reactants needed to synthesize it. The reactants are: [CH3:1][N:2]1[CH2:7][CH2:6][N:5]([C:8]2[CH:9]=[CH:10][C:11]3[N:15]=[C:14]([C:16]4[C:20]([NH:21][C:22](=[O:30])[N:23]([CH2:27][CH2:28][CH3:29])[CH2:24][CH2:25][CH3:26])=[CH:19][N:18](C5CCCCO5)[N:17]=4)[NH:13][C:12]=3[CH:37]=2)[CH2:4][CH2:3]1.Cl. (3) Given the product [CH2:1]([N:8]1[C@@H:9]([CH3:12])[CH2:10][O:18][C@H:14]([CH2:15][O:16][CH3:17])[CH2:13]1)[C:2]1[CH:7]=[CH:6][CH:5]=[CH:4][CH:3]=1, predict the reactants needed to synthesize it. The reactants are: [CH2:1]([N:8]([CH2:13][C@H:14]([OH:18])[CH2:15][O:16][CH3:17])[C@@H:9]([CH3:12])[CH2:10]Cl)[C:2]1[CH:7]=[CH:6][CH:5]=[CH:4][CH:3]=1.[H-].[Na+]. (4) The reactants are: FC(F)(F)C(O)=O.[C:8]([O:14][CH2:15][O:16][C:17]1[CH:18]=[CH:19][C:20]2[CH2:21][C@H:22]3[NH:33][CH2:32][CH2:31][C@@:28]4([C:29]=2[CH:30]=1)[C@H:23]3[CH2:24][CH2:25][CH2:26][CH2:27]4)(=[O:13])[C:9]([CH3:12])([CH3:11])[CH3:10].[C:34]([OH:41])(=[O:40])[CH2:35][CH2:36][C:37]([OH:39])=[O:38]. Given the product [C:34]([OH:41])(=[O:40])[CH2:35][CH2:36][C:37]([OH:39])=[O:38].[C:8]([O:14][CH2:15][O:16][C:17]1[CH:18]=[CH:19][C:20]2[CH2:21][C@H:22]3[NH:33][CH2:32][CH2:31][C@@:28]4([C:29]=2[CH:30]=1)[C@H:23]3[CH2:24][CH2:25][CH2:26][CH2:27]4)(=[O:13])[C:9]([CH3:12])([CH3:11])[CH3:10], predict the reactants needed to synthesize it. (5) Given the product [CH:1]1([C:7]2[CH:8]=[CH:9][C:10]([C:11]([NH:30][C:28]3[CH:27]=[CH:26][C:24]4[N:25]=[C:21]([N:20]([CH2:19][CH2:18][N:17]([CH3:16])[CH3:32])[CH3:31])[S:22][C:23]=4[CH:29]=3)=[O:13])=[CH:14][CH:15]=2)[CH2:6][CH2:5][CH2:4][CH:3]=[CH:2]1, predict the reactants needed to synthesize it. The reactants are: [CH:1]1([C:7]2[CH:15]=[CH:14][C:10]([C:11]([OH:13])=O)=[CH:9][CH:8]=2)[CH2:6][CH2:5][CH2:4][CH:3]=[CH:2]1.[CH3:16][N:17]([CH3:32])[CH2:18][CH2:19][N:20]([CH3:31])[C:21]1[S:22][C:23]2[CH:29]=[C:28]([NH2:30])[CH:27]=[CH:26][C:24]=2[N:25]=1. (6) Given the product [CH3:20][N:15]1[CH2:16][CH2:17][CH2:18][CH2:19][CH:14]1[CH2:13][NH:12][C:9]1[CH:10]=[CH:11][C:6]([NH:5][C:3](=[O:4])[O:2][CH3:1])=[CH:7][C:8]=1[N+:27]([O-:29])=[O:28], predict the reactants needed to synthesize it. The reactants are: [CH3:1][O:2][C:3]([NH:5][C:6]1[CH:11]=[CH:10][C:9]([NH:12][CH2:13][CH:14]2[CH2:19][CH2:18][CH2:17][CH2:16][N:15]2[C:20](OC(C)(C)C)=O)=[C:8]([N+:27]([O-:29])=[O:28])[CH:7]=1)=[O:4].[BH-](OC(C)=O)(OC(C)=O)OC(C)=O.[Na+].